Dataset: Forward reaction prediction with 1.9M reactions from USPTO patents (1976-2016). Task: Predict the product of the given reaction. (1) Given the reactants [CH3:1][C:2]1[CH:7]=[C:6]([CH3:8])[CH:5]=[CH:4][C:3]=1[NH2:9].Br[C:11]1[CH:16]=[CH:15][C:14]([CH3:17])=[CH:13][C:12]=1[CH3:18].C(P(C(C)(C)C)=O)(C)(C)C.P([O-])([O-])([O-])=O.[K+].[K+].[K+], predict the reaction product. The product is: [CH3:1][C:2]1[CH:7]=[C:6]([CH3:8])[CH:5]=[CH:4][C:3]=1[NH:9][C:11]1[CH:16]=[CH:15][C:14]([CH3:17])=[CH:13][C:12]=1[CH3:18]. (2) Given the reactants [CH3:1][O:2][C:3](=[O:15])[C:4]1[CH:9]=[CH:8][C:7]([OH:10])=[C:6]([C:11]([F:14])([F:13])[F:12])[CH:5]=1.C(N(CC)CC)C.[F:23][C:24]([F:37])([F:36])[S:25](O[S:25]([C:24]([F:37])([F:36])[F:23])(=[O:27])=[O:26])(=[O:27])=[O:26].C(=O)(O)[O-].[Na+], predict the reaction product. The product is: [CH3:1][O:2][C:3](=[O:15])[C:4]1[CH:9]=[CH:8][C:7]([O:10][S:25]([C:24]([F:37])([F:36])[F:23])(=[O:27])=[O:26])=[C:6]([C:11]([F:13])([F:12])[F:14])[CH:5]=1. (3) Given the reactants [Cl:1][C:2]1[CH:24]=[CH:23][C:5]([CH2:6][C:7]23[CH2:19][CH2:18][C:17](=[O:20])[CH:16]=[C:15]2[C:14]2[C:9](=[CH:10][C:11]([O:21][CH3:22])=[CH:12][CH:13]=2)[CH2:8]3)=[CH:4][CH:3]=1.C([O-])(O)=O.[Na+].[Br:30]Br, predict the reaction product. The product is: [Br:30][C:16]1[C:17](=[O:20])[CH2:18][CH2:19][C:7]2([CH2:6][C:5]3[CH:4]=[CH:3][C:2]([Cl:1])=[CH:24][CH:23]=3)[C:15]=1[C:14]1[C:9](=[CH:10][C:11]([O:21][CH3:22])=[CH:12][CH:13]=1)[CH2:8]2. (4) Given the reactants I[C:2]1[CH:7]=[C:6]([N+:8]([O-:10])=[O:9])[C:5]([C:11]([F:14])([F:13])[F:12])=[CH:4][C:3]=1[NH:15][S:16]([CH3:19])(=[O:18])=[O:17].[CH2:20]([S:22][CH2:23][C:24]([O:28][CH3:29])([CH3:27])[C:25]#[CH:26])[CH3:21], predict the reaction product. The product is: [CH2:20]([S:22][CH2:23][C:24]([C:25]1[N:15]([S:16]([CH3:19])(=[O:18])=[O:17])[C:3]2[C:2]([CH:26]=1)=[CH:7][C:6]([N+:8]([O-:10])=[O:9])=[C:5]([C:11]([F:14])([F:13])[F:12])[CH:4]=2)([O:28][CH3:29])[CH3:27])[CH3:21]. (5) Given the reactants [CH3:1][O:2][C:3]1[CH:4]=[C:5]2[C:10](=[CH:11][CH:12]=1)[N:9]([CH3:13])[CH2:8][C:7]1[C:14]3[C:19]([N:20]([CH3:21])[C:6]2=1)=[CH:18][CH:17]=[C:16]([O:22]C)[CH:15]=3.CN1C2C(=CC(O)=CC=2)C2N(C)C3C(C=2C1)=CC(O)=CC=3, predict the reaction product. The product is: [CH3:1][O:2][C:3]1[CH:4]=[C:5]2[C:10](=[CH:11][CH:12]=1)[N:9]([CH3:13])[CH2:8][C:7]1[C:14]3[C:19]([N:20]([CH3:21])[C:6]2=1)=[CH:18][CH:17]=[C:16]([OH:22])[CH:15]=3. (6) The product is: [Br:10][C:3]1[C:2]([F:1])=[CH:9][C:8]([N+:11]([O-:13])=[O:12])=[C:5]([CH:4]=1)[CH:6]=[O:7]. Given the reactants [F:1][C:2]1[CH:9]=[CH:8][C:5]([CH:6]=[O:7])=[CH:4][C:3]=1[Br:10].[N+:11]([O-])([OH:13])=[O:12], predict the reaction product. (7) Given the reactants FC1C=C(C)C(SCC(F)(F)F)=CC=1N.C1(N=C=O)CC1.[CH:22]1([NH:25][C:26]([NH:28][C:29]2[CH:34]=[C:33]([S:35][CH2:36][C:37]([F:40])([F:39])[F:38])[C:32]([CH3:41])=[CH:31][C:30]=2[F:42])=[O:27])[CH2:24][CH2:23]1.C([O:45][CH:46]=[C:47]([C:53](OCC)=O)[C:48]([O:50][CH2:51][CH3:52])=[O:49])C.[O-]CC.[Na+].Cl, predict the reaction product. The product is: [CH:22]1([N:25]2[C:46](=[O:45])[C:47]([C:48]([O:50][CH2:51][CH3:52])=[O:49])=[CH:53][N:28]([C:29]3[CH:34]=[C:33]([S:35][CH2:36][C:37]([F:38])([F:40])[F:39])[C:32]([CH3:41])=[CH:31][C:30]=3[F:42])[C:26]2=[O:27])[CH2:24][CH2:23]1.